Dataset: Reaction yield outcomes from USPTO patents with 853,638 reactions. Task: Predict the reaction yield, written as a fraction of the theoretical maximum amount of product (1.0 means a 100% yield; for example, 0.34 means a 34% yield). (1) The reactants are [F:1][C:2]1[CH:7]=[CH:6][C:5]([C:8]2[O:9][C:10]3[CH:20]=[CH:19][C:18]([C:21]4[CH:26]=[C:25]([C:27](=[O:33])[NH:28][CH2:29][CH:30]([CH3:32])[CH3:31])[CH:24]=[CH:23][C:22]=4[OH:34])=[CH:17][C:11]=3[C:12]=2[C:13]([NH:15][CH3:16])=[O:14])=[CH:4][CH:3]=1.C1CCN2C(=NCCC2)CC1.Br[CH2:47][CH2:48][CH:49]1[O:54][CH2:53][CH2:52][N:51](C(OC(C)(C)C)=O)[CH2:50]1.C(O)(C(F)(F)F)=O. The catalyst is CN(C=O)C. The product is [F:1][C:2]1[CH:3]=[CH:4][C:5]([C:8]2[O:9][C:10]3[CH:20]=[CH:19][C:18]([C:21]4[CH:26]=[C:25]([C:27](=[O:33])[NH:28][CH2:29][CH:30]([CH3:32])[CH3:31])[CH:24]=[CH:23][C:22]=4[O:34][CH2:47][CH2:48][CH:49]4[O:54][CH2:53][CH2:52][NH:51][CH2:50]4)=[CH:17][C:11]=3[C:12]=2[C:13]([NH:15][CH3:16])=[O:14])=[CH:6][CH:7]=1. The yield is 0.290. (2) The reactants are [C:1]([C:3]1[CH:4]=[N:5][NH:6][C:7]=1/[N:8]=[C:9](/OCC)\[CH3:10])#[N:2].[N:14]([CH2:17][CH3:18])=[C:15]=[O:16]. The catalyst is C1COCC1. The product is [CH2:17]([N:14]1[C:15](=[O:16])[N:6]2[N:5]=[CH:4][C:3]([C:1]#[N:2])=[C:7]2[N:8]=[C:9]1[CH3:10])[CH3:18]. The yield is 0.0880. (3) The reactants are [OH:1][C:2]1[CH:7]=[CH:6][C:5]([S:8][CH2:9][CH2:10][CH2:11][C:12]([OH:14])=O)=[CH:4][CH:3]=1.[Cl:15][C:16]1[CH:24]=[CH:23][C:19]([CH2:20][NH:21][CH3:22])=[CH:18][CH:17]=1. No catalyst specified. The product is [Cl:15][C:16]1[CH:24]=[CH:23][C:19]([CH2:20][N:21]([CH3:22])[C:12](=[O:14])[CH2:11][CH2:10][CH2:9][S:8][C:5]2[CH:4]=[CH:3][C:2]([OH:1])=[CH:7][CH:6]=2)=[CH:18][CH:17]=1. The yield is 0.590. (4) The reactants are [NH2:1][C@@H:2]1[CH2:6][N:5]([C:7](=[O:27])[C@@H:8]([NH:13][C:14](=[O:26])[C@@H:15]([N:17]([CH3:25])[C:18](=[O:24])[O:19][C:20]([CH3:23])([CH3:22])[CH3:21])[CH3:16])[C:9]([CH3:12])([CH3:11])[CH3:10])[C@H:4]([C:28](=[O:40])[NH:29][C@H:30]2[C:39]3[C:34](=[CH:35][CH:36]=[CH:37][CH:38]=3)[CH2:33][CH2:32][CH2:31]2)[CH2:3]1.[CH3:41][O:42][C:43](=[O:49])[CH2:44][CH2:45][C:46](O)=[O:47]. No catalyst specified. The product is [C:20]([O:19][C:18]([N:17]([CH3:25])[C@@H:15]([CH3:16])[C:14]([NH:13][C@@H:8]([C:9]([CH3:11])([CH3:12])[CH3:10])[C:7]([N:5]1[C@H:4]([C:28](=[O:40])[NH:29][C@H:30]2[C:39]3[C:34](=[CH:35][CH:36]=[CH:37][CH:38]=3)[CH2:33][CH2:32][CH2:31]2)[CH2:3][C@H:2]([NH:1][C:46](=[O:47])[CH2:45][CH2:44][C:43]([O:42][CH3:41])=[O:49])[CH2:6]1)=[O:27])=[O:26])=[O:24])([CH3:21])([CH3:22])[CH3:23]. The yield is 1.00. (5) The reactants are [BH4-].[Na+].[CH3:3][C@H:4]1[CH2:13][C:12](=[O:14])[CH2:11][C:6]2([CH2:10][CH2:9][CH2:8][CH2:7]2)[C@H:5]1[C:15]([O:17][CH2:18][CH3:19])=[O:16].Cl. The catalyst is CO. The product is [OH:14][C@@H:12]1[CH2:11][C:6]2([CH2:7][CH2:8][CH2:9][CH2:10]2)[C@@H:5]([C:15]([O:17][CH2:18][CH3:19])=[O:16])[C@@H:4]([CH3:3])[CH2:13]1.[OH:14][C@H:12]1[CH2:11][C:6]2([CH2:7][CH2:8][CH2:9][CH2:10]2)[C@@H:5]([C:15]([O:17][CH2:18][CH3:19])=[O:16])[C@@H:4]([CH3:3])[CH2:13]1. The yield is 0.370. (6) The reactants are Cl.Cl.[Cl:3][C:4]1[C:12]2[NH:11][N:10]=[CH:9][C:8]=2[C:7]2[CH2:13][N:14]([CH2:23][C:24]3[CH:29]=[CH:28][N:27]=[CH:26][CH:25]=3)[C:15](=[O:22])[C@H:16]([CH2:18][C:19]([OH:21])=O)[CH2:17][C:6]=2[CH:5]=1.[NH:30]1[CH2:35][CH2:34][CH:33]([C:36]2[C:37](=[O:46])[NH:38][C:39]3[C:44]([CH:45]=2)=[CH:43][CH:42]=[CH:41][CH:40]=3)[CH2:32][CH2:31]1.ClC1C2NN=CC=2C2CN(CC(C)(C)C)C(=O)[C@H](CC(=O)N3CCC(N4CC5C(=CC=CC=5)NC4=O)CC3)CC=2C=1. No catalyst specified. The product is [Cl:3][C:4]1[C:12]2[NH:11][N:10]=[CH:9][C:8]=2[C:7]2[CH2:13][N:14]([CH2:23][C:24]3[CH:25]=[CH:26][N:27]=[CH:28][CH:29]=3)[C:15](=[O:22])[C@H:16]([CH2:18][C:19](=[O:21])[N:30]3[CH2:31][CH2:32][CH:33]([C:36]4[C:37](=[O:46])[NH:38][C:39]5[C:44]([CH:45]=4)=[CH:43][CH:42]=[CH:41][CH:40]=5)[CH2:34][CH2:35]3)[CH2:17][C:6]=2[CH:5]=1. The yield is 0.410. (7) The yield is 0.720. The product is [Cl:23][C:24]1[CH:29]=[CH:28][C:27]([NH:30][C:31]([N:17]2[CH2:18][CH2:19][N:14]([CH2:13][CH2:12][CH2:11][C:10]([N:8]3[CH2:7][CH2:6][C:3]4([CH2:5][CH2:4]4)[C@H:2]([OH:1])[CH2:9]3)=[O:22])[C:15](=[O:21])[C@@H:16]2[CH3:20])=[O:32])=[CH:26][CH:25]=1. No catalyst specified. The reactants are [OH:1][C@@H:2]1[CH2:9][N:8]([C:10](=[O:22])[CH2:11][CH2:12][CH2:13][N:14]2[CH2:19][CH2:18][NH:17][C@@H:16]([CH3:20])[C:15]2=[O:21])[CH2:7][CH2:6][C:3]21[CH2:5][CH2:4]2.[Cl:23][C:24]1[CH:29]=[CH:28][C:27]([N:30]=[C:31]=[O:32])=[CH:26][CH:25]=1. (8) The reactants are [Cl:1][C:2]1[CH:7]=[CH:6][CH:5]=[C:4]([Cl:8])[C:3]=1[OH:9].[H-].[Na+].[Cl:12][C:13]1[CH:18]=[C:17]([N+]([O-])=O)[CH:16]=[CH:15][N:14]=1. No catalyst specified. The product is [Cl:12][C:13]1[CH:18]=[C:17]([O:9][C:3]2[C:2]([Cl:1])=[CH:7][CH:6]=[CH:5][C:4]=2[Cl:8])[CH:16]=[CH:15][N:14]=1. The yield is 0.640. (9) The yield is 0.720. The reactants are [CH:1]([C:3]1[C:8]([N+:9]([O-:11])=[O:10])=[CH:7][CH:6]=[CH:5][C:4]=1[NH:12][CH:13]=O)=[O:2].[CH2:15]([NH2:20])[CH2:16][CH2:17][CH2:18][CH3:19]. The catalyst is CCO. The product is [OH:2][CH:1]1[C:3]2[C:4](=[CH:5][CH:6]=[CH:7][C:8]=2[N+:9]([O-:11])=[O:10])[N:12]=[CH:13][N:20]1[CH2:15][CH2:16][CH2:17][CH2:18][CH3:19].